This data is from Retrosynthesis with 50K atom-mapped reactions and 10 reaction types from USPTO. The task is: Predict the reactants needed to synthesize the given product. (1) Given the product COC(=O)[C@H](Cc1c[nH]cn1)NC(=O)C(Cc1ccccc1F)Cc1ccccc1F, predict the reactants needed to synthesize it. The reactants are: COC(=O)[C@@H](N)Cc1c[nH]cn1.O=C(O)C(Cc1ccccc1F)Cc1ccccc1F. (2) Given the product COc1ccc(-n2nc(N)c3csc(N)c3c2=O)cc1, predict the reactants needed to synthesize it. The reactants are: COc1ccc(-n2nc(NC(=O)OC(C)(C)C)c3csc(N)c3c2=O)cc1. (3) Given the product CCCC[Sn](C=CCO)(CCCC)CCCC, predict the reactants needed to synthesize it. The reactants are: C#CCO.CCCC[SnH](CCCC)CCCC. (4) Given the product Cc1cccnc1-c1cccc([N+](=O)[O-])c1, predict the reactants needed to synthesize it. The reactants are: Cc1cccnc1Br.O=[N+]([O-])c1cccc(B(O)O)c1. (5) The reactants are: Fc1ccc([Mg]Br)cc1.O=Cc1ccc2cccnc2c1[N+](=O)[O-]. Given the product O=[N+]([O-])c1c(C(O)c2ccc(F)cc2)ccc2cccnc12, predict the reactants needed to synthesize it. (6) Given the product COc1ccc(Nc2ccccc2NC(=O)c2sccc2Br)cc1, predict the reactants needed to synthesize it. The reactants are: COc1ccc(Nc2ccccc2N)cc1.O=C(O)c1sccc1Br. (7) Given the product CC(C)C(=O)Nc1cccc(C2CCN(Cc3ccc4nsnc4c3)CC2)c1, predict the reactants needed to synthesize it. The reactants are: CC(C)C(=O)Nc1cccc(C2CCNCC2)c1.O=Cc1ccc2nsnc2c1.